Dataset: Reaction yield outcomes from USPTO patents with 853,638 reactions. Task: Predict the reaction yield, written as a fraction of the theoretical maximum amount of product (1.0 means a 100% yield; for example, 0.34 means a 34% yield). (1) The reactants are C[O:2][CH:3](OC)[C:4]1[CH:9]=[CH:8][N:7]=[C:6]([NH2:10])[N:5]=1.Cl.C([O-])(O)=O.[Na+]. The catalyst is CCOC(C)=O. The product is [NH2:10][C:6]1[N:5]=[C:4]([CH:3]=[O:2])[CH:9]=[CH:8][N:7]=1. The yield is 0.370. (2) The reactants are [CH3:1][O-:2].[Na+].[Na].Cl[C:6]1[CH:11]=[C:10]([O:12][CH2:13][CH3:14])[CH:9]=[C:8](C)[C:7]=1[N+:16]([O-:18])=[O:17].[CH3:19]O. No catalyst specified. The product is [CH2:13]([O:12][C:10]1[CH:11]=[C:6]([O:2][CH3:1])[C:7]([N+:16]([O-:18])=[O:17])=[CH:8][C:9]=1[CH3:19])[CH3:14]. The yield is 0.320. (3) The reactants are F[C:2]1[CH:3]=[C:4]([C:9]2[O:13][N:12]=[C:11]([C:14]([N:16]3[CH2:21][C@H:20]([CH2:22][CH:23]([CH3:25])[CH3:24])[NH:19][C:18](=[O:26])[C@@H:17]3[CH2:27][CH:28]([CH3:30])[CH3:29])=[O:15])[CH:10]=2)[CH:5]=[CH:6][C:7]=1F.[CH2:31]([C@@H]1NC[C@H](CC(C)C)NC1=O)C(C)C.C1(C)C=CC(C2ON=C(C(O)=O)C=2)=CC=1. No catalyst specified. The product is [CH2:27]([C@@H:17]1[N:16]([C:14]([C:11]2[CH:10]=[C:9]([C:4]3[CH:5]=[CH:6][C:7]([CH3:31])=[CH:2][CH:3]=3)[O:13][N:12]=2)=[O:15])[CH2:21][C@H:20]([CH2:22][CH:23]([CH3:25])[CH3:24])[NH:19][C:18]1=[O:26])[CH:28]([CH3:30])[CH3:29]. The yield is 0.573. (4) The reactants are [CH3:1][S:2][C:3](SC)=[C:4]1[CH2:16][CH2:15][C:14]2[C:13]3[C:8](=[CH:9][CH:10]=[CH:11][CH:12]=3)[N:7](C3CCCCO3)[C:6]=2[C:5]1=O.O.[NH2:27][NH2:28].C(OCC)C. The catalyst is O1CCOCC1. The product is [CH3:1][S:2][C:3]1[C:4]2[CH2:16][CH2:15][C:14]3[C:13]4[C:8]([NH:7][C:6]=3[C:5]=2[NH:28][N:27]=1)=[CH:9][CH:10]=[CH:11][CH:12]=4. The yield is 0.580. (5) The reactants are Cl[C:2]1[CH:7]=[CH:6][CH:5]=[CH:4][C:3]=1[O:8][CH3:9].[CH3:10][C:11]1[CH:16]=[CH:15][C:14](B(O)O)=[CH:13][CH:12]=1.[F-].[Cs+]. The catalyst is O1CCOCC1.C1C=CC(/C=C/C(/C=C/C2C=CC=CC=2)=O)=CC=1.C1C=CC(/C=C/C(/C=C/C2C=CC=CC=2)=O)=CC=1.C1C=CC(/C=C/C(/C=C/C2C=CC=CC=2)=O)=CC=1.[Pd].[Pd].N(P(Cl)Cl)(C1CCCCC1)C1CCCCC1. The product is [CH3:10][C:11]1[CH:16]=[CH:15][C:14]([C:2]2[CH:7]=[CH:6][CH:5]=[CH:4][C:3]=2[O:8][CH3:9])=[CH:13][CH:12]=1. The yield is 0.830. (6) The reactants are FC(F)(F)S(O[C:7]1[C:8]([CH3:48])([CH3:47])[C@H:9]2[C@:22]([CH3:25])([CH2:23][CH:24]=1)[C@@H:21]1[C@:12]([CH3:46])([C@@:13]3([CH3:45])[C@H:18]([CH2:19][CH2:20]1)[C@H:17]1[C@H:26]([C:29]([CH3:31])=[CH2:30])[CH2:27][CH2:28][C@:16]1([NH:32][CH2:33][CH2:34][N:35]1[CH2:40][CH2:39][CH:38]([S:41]([CH3:44])(=[O:43])=[O:42])[CH2:37][CH2:36]1)[CH2:15][CH2:14]3)[CH2:11][CH2:10]2)(=O)=O.CC1(C)C(C)(C)OB([C:59]2[CH2:69][CH2:68][C:62]3([C:66](=[O:67])[O:65][CH2:64][CH2:63]3)[CH2:61][CH:60]=2)O1. No catalyst specified. The product is [CH3:45][C@:13]12[C@@:12]3([CH3:46])[C@@H:21]([C@:22]4([CH3:25])[C@@H:9]([CH2:10][CH2:11]3)[C:8]([CH3:48])([CH3:47])[C:7]([C:59]3[CH2:69][CH2:68][C:62]5([C:66](=[O:67])[O:65][CH2:64][CH2:63]5)[CH2:61][CH:60]=3)=[CH:24][CH2:23]4)[CH2:20][CH2:19][C@@H:18]1[C@H:17]1[C@H:26]([C:29]([CH3:31])=[CH2:30])[CH2:27][CH2:28][C@:16]1([NH:32][CH2:33][CH2:34][N:35]1[CH2:40][CH2:39][CH:38]([S:41]([CH3:44])(=[O:42])=[O:43])[CH2:37][CH2:36]1)[CH2:15][CH2:14]2. The yield is 0.590. (7) The yield is 0.360. The product is [OH:20][C:15]1[CH:16]=[C:17]2[C:12](=[CH:13][CH:14]=1)[N:11]=[C:10]([C:7]1[CH:6]=[CH:5][C:4]([C:3]3[NH:2][O:1][C:27](=[O:28])[N:21]=3)=[CH:9][CH:8]=1)[CH:19]=[CH:18]2. The reactants are [OH:1][NH:2][C:3](=[NH:21])[C:4]1[CH:9]=[CH:8][C:7]([C:10]2[CH:19]=[CH:18][C:17]3[C:12](=[CH:13][CH:14]=[C:15]([OH:20])[CH:16]=3)[N:11]=2)=[CH:6][CH:5]=1.C1N=CN([C:27](N2C=NC=C2)=[O:28])C=1. The catalyst is C1COCC1. (8) The yield is 0.640. The catalyst is C1(OC2C=CC=CC=2)C=CC=CC=1. The product is [CH2:24]([O:23][C:21]([N:6]1[CH2:7][CH2:8][N:9]([N:10]2[C:11](=[O:20])[C:12]3[C:17](=[CH:16][CH:15]=[CH:14][CH:13]=3)[C:18]2=[O:19])[C:4](=[O:31])[CH2:5]1)=[O:22])[C:25]1[CH:26]=[CH:27][CH:28]=[CH:29][CH:30]=1. The reactants are C(O[C:4](=[O:31])[CH2:5][N:6]([C:21]([O:23][CH2:24][C:25]1[CH:30]=[CH:29][CH:28]=[CH:27][CH:26]=1)=[O:22])[CH2:7][CH2:8][NH:9][N:10]1[C:18](=[O:19])[C:17]2[C:12](=[CH:13][CH:14]=[CH:15][CH:16]=2)[C:11]1=[O:20])C. (9) The reactants are [C:1](Cl)(=[O:5])[C:2](Cl)=[O:3].[Na].[CH2-:8][C:9]([CH3:11])=O.[C:12]([C:14]1[CH:20]=[CH:19][C:17]([NH2:18])=[CH:16][C:15]=1[C:21]([F:24])([F:23])[F:22])#[N:13].[C:25]([O-:28])(O)=O.[Na+].O1CCC[CH2:31]1. The catalyst is C(N(CC)CC)C.CC(N(C)C)=O.C(OCC)(=O)C.CCCCCCC. The product is [C:12]([C:14]1[CH:20]=[CH:19][C:17]([NH:18][C:2]([C:1]2([CH3:31])[CH2:25][O:28][C:9]([CH3:11])([CH3:8])[O:5]2)=[O:3])=[CH:16][C:15]=1[C:21]([F:22])([F:23])[F:24])#[N:13]. The yield is 0.510.